Dataset: Full USPTO retrosynthesis dataset with 1.9M reactions from patents (1976-2016). Task: Predict the reactants needed to synthesize the given product. (1) Given the product [Cl:1][C:2]1[CH:12]=[C:11]([CH:14]=[CH2:15])[CH:10]=[CH:9][C:3]=1[C:4]([O:6][CH2:7][CH3:8])=[O:5], predict the reactants needed to synthesize it. The reactants are: [Cl:1][C:2]1[CH:12]=[C:11](Br)[CH:10]=[CH:9][C:3]=1[C:4]([O:6][CH2:7][CH3:8])=[O:5].[CH:14]([B-](F)(F)F)=[CH2:15].[K+].C(=O)([O-])[O-].[K+].[K+]. (2) Given the product [O:17]1[C:21]2[CH:22]=[CH:23][C:24]([C:26]3([C:29]([NH:8][C:6]4[CH:5]=[CH:4][C:3]([CH3:9])=[C:2]([Cl:1])[N:7]=4)=[O:30])[CH2:27][CH2:28]3)=[CH:25][C:20]=2[O:19][CH2:18]1, predict the reactants needed to synthesize it. The reactants are: [Cl:1][C:2]1[N:7]=[C:6]([NH2:8])[CH:5]=[CH:4][C:3]=1[CH3:9].CCN(CC)CC.[O:17]1[C:21]2[CH:22]=[CH:23][C:24]([C:26]3([C:29](Cl)=[O:30])[CH2:28][CH2:27]3)=[CH:25][C:20]=2[O:19][CH2:18]1. (3) Given the product [C:10]1([C:2]2[CH:7]=[CH:6][C:5]([S:8][CH3:9])=[CH:4][CH:3]=2)[CH:15]=[CH:14][CH:13]=[CH:12][CH:11]=1, predict the reactants needed to synthesize it. The reactants are: Br[C:2]1[CH:7]=[CH:6][C:5]([S:8][CH3:9])=[CH:4][CH:3]=1.[C:10]1(B(O)O)[CH:15]=[CH:14][CH:13]=[CH:12][CH:11]=1.C([O-])([O-])=O.[K+].[K+]. (4) Given the product [C:30]([O:29][CH:26]([C:5]1[C:6]2[N:7]3[CH2:14][CH2:13][CH2:12][N:11]([C:15]4[CH:20]=[CH:19][C:18]([C:21]([OH:24])([CH3:23])[CH3:22])=[CH:17][C:16]=4[Cl:25])[C:8]3=[N:9][C:10]=2[C:2]([Cl:1])=[CH:3][CH:4]=1)[CH2:27][CH3:28])(=[O:32])[CH3:31], predict the reactants needed to synthesize it. The reactants are: [Cl:1][C:2]1[C:10]2[N:9]=[C:8]3[N:11]([C:15]4[CH:20]=[CH:19][C:18]([C:21]([OH:24])([CH3:23])[CH3:22])=[CH:17][C:16]=4[Cl:25])[CH2:12][CH2:13][CH2:14][N:7]3[C:6]=2[C:5]([CH:26]([OH:29])[CH2:27][CH3:28])=[CH:4][CH:3]=1.[C:30](OC(=O)C)(=[O:32])[CH3:31].